From a dataset of Catalyst prediction with 721,799 reactions and 888 catalyst types from USPTO. Predict which catalyst facilitates the given reaction. Reactant: [OH:1][CH:2]([C:6]1[CH:11]=[CH:10][C:9]([C:12]2[N:16]=[C:15]([C:17]3[CH:18]=[N:19][N:20]([C:26]4[CH:31]=[CH:30][CH:29]=[CH:28][CH:27]=4)[C:21]=3[C:22]([F:25])([F:24])[F:23])[O:14][N:13]=2)=[CH:8][CH:7]=1)[C:3]([OH:5])=O.[NH2:32][CH2:33][C:34]([O:36][C:37]([CH3:40])([CH3:39])[CH3:38])=[O:35].CN(C(ON1N=NC2C=CC=NC1=2)=[N+](C)C)C.F[P-](F)(F)(F)(F)F.CN1CCOCC1. Product: [OH:1][CH:2]([C:6]1[CH:11]=[CH:10][C:9]([C:12]2[N:16]=[C:15]([C:17]3[CH:18]=[N:19][N:20]([C:26]4[CH:27]=[CH:28][CH:29]=[CH:30][CH:31]=4)[C:21]=3[C:22]([F:25])([F:24])[F:23])[O:14][N:13]=2)=[CH:8][CH:7]=1)[C:3]([NH:32][CH2:33][C:34]([O:36][C:37]([CH3:40])([CH3:39])[CH3:38])=[O:35])=[O:5]. The catalyst class is: 3.